This data is from Forward reaction prediction with 1.9M reactions from USPTO patents (1976-2016). The task is: Predict the product of the given reaction. (1) The product is: [CH3:19][O:18][C:16](=[O:17])[CH:15]([C:20]1[CH:25]=[CH:24][C:23]([Br:26])=[CH:22][CH:21]=1)[O:13][C:6]1[CH:7]=[C:8]([O:10][CH2:11][CH3:12])[CH:9]=[C:4]([O:3][CH2:1][CH3:2])[CH:5]=1. Given the reactants [CH2:1]([O:3][C:4]1[CH:5]=[C:6]([OH:13])[CH:7]=[C:8]([O:10][CH2:11][CH3:12])[CH:9]=1)[CH3:2].Br[CH:15]([C:20]1[CH:25]=[CH:24][C:23]([Br:26])=[CH:22][CH:21]=1)[C:16]([O:18][CH3:19])=[O:17].C(=O)([O-])[O-].[K+].[K+], predict the reaction product. (2) Given the reactants [Br:1][C:2]1[CH:3]=[C:4]([CH:8]=[C:9](Br)[CH:10]=1)[C:5]([OH:7])=[O:6].[CH3:12][S:13]C.[Na].CS(C)=O, predict the reaction product. The product is: [Br:1][C:2]1[CH:3]=[C:4]([CH:8]=[C:9]([S:13][CH3:12])[CH:10]=1)[C:5]([OH:7])=[O:6]. (3) Given the reactants [Cl:1][C:2]1[CH:3]=[C:4]([NH:16][CH2:17][N:18](SC)[C:19]#[N:20])[CH:5]=[C:6]([Cl:15])[C:7]=1[C:8]([N:10]1[CH2:14][CH2:13][CH2:12][CH2:11]1)=[O:9].[NH2:23][NH2:24], predict the reaction product. The product is: [NH2:20][C:19]1[NH:24][N:23]=[C:17]([NH:16][C:4]2[CH:5]=[C:6]([Cl:15])[C:7]([C:8]([N:10]3[CH2:11][CH2:12][CH2:13][CH2:14]3)=[O:9])=[C:2]([Cl:1])[CH:3]=2)[N:18]=1. (4) Given the reactants [Cl:1][C:2]1[CH:3]=[CH:4][C:5]([O:10][CH2:11][C:12]2[CH:17]=[CH:16][CH:15]=[CH:14][CH:13]=2)=[C:6]([CH:9]=1)[CH:7]=[O:8].[CH:18]([C:20]([CH2:22][CH3:23])=[O:21])=[CH2:19].C(N(CC)CC)C, predict the reaction product. The product is: [Cl:1][C:2]1[CH:3]=[CH:4][C:5]([O:10][CH2:11][C:12]2[CH:13]=[CH:14][CH:15]=[CH:16][CH:17]=2)=[C:6]([C:7](=[O:8])[CH2:19][CH2:18][C:20](=[O:21])[CH2:22][CH3:23])[CH:9]=1. (5) Given the reactants [CH3:1][C:2]1[CH:11]=[CH:10][C:9]2[C:4](=[CH:5][CH:6]=[CH:7][CH:8]=2)[C:3]=1[C:12]([O:14][CH3:15])=[O:13].FC(F)(F)C(O)=O.[Br:23]N1C(C)(C)C(=O)N(Br)C1=O.S(=O)(=O)(O)O.C([O-])(=O)C.[Na+], predict the reaction product. The product is: [Br:23][C:5]1[CH:6]=[CH:7][CH:8]=[C:9]2[C:4]=1[C:3]([C:12]([O:14][CH3:15])=[O:13])=[C:2]([CH3:1])[CH:11]=[CH:10]2. (6) Given the reactants [C:1]1([CH2:11][OH:12])[C:10]2[C:5](=[CH:6][CH:7]=[CH:8][CH:9]=2)[CH:4]=[CH:3][CH:2]=1.[H-].[Na+].Cl[C:16]1[N:17]=[C:18]([OH:26])[C:19]2[CH:25]=[CH:24][N:23]=[CH:22][C:20]=2[N:21]=1, predict the reaction product. The product is: [C:1]1([CH2:11][O:12][C:16]2[N:17]=[C:18]([OH:26])[C:19]3[CH:25]=[CH:24][N:23]=[CH:22][C:20]=3[N:21]=2)[C:10]2[C:5](=[CH:6][CH:7]=[CH:8][CH:9]=2)[CH:4]=[CH:3][CH:2]=1. (7) Given the reactants [Br:1][C:2]1[C:11]([O:12][CH2:13][C:14]#[N:15])=[CH:10][CH:9]=[C:8]2[C:3]=1[CH:4]=[CH:5][C:6]([CH2:16][N:17]([CH3:31])[C:18]([C:20]1[C:24]3[CH:25]=[CH:26][CH:27]=[CH:28][C:23]=3[O:22][C:21]=1[CH2:29][CH3:30])=[O:19])=[CH:7]2.[N-:32]=[N+:33]=[N-:34].[Na+].[Cl-].[NH4+].[OH-].[Na+], predict the reaction product. The product is: [Br:1][C:2]1[C:11]([O:12][CH2:13][C:14]2[NH:34][N:33]=[N:32][N:15]=2)=[CH:10][CH:9]=[C:8]2[C:3]=1[CH:4]=[CH:5][C:6]([CH2:16][N:17]([CH3:31])[C:18]([C:20]1[C:24]3[CH:25]=[CH:26][CH:27]=[CH:28][C:23]=3[O:22][C:21]=1[CH2:29][CH3:30])=[O:19])=[CH:7]2. (8) Given the reactants C(OC1C(OC)=CC=CC=1C[Cl:13])CCCCCCC.[Cl-].[CH2:21]([C:24]1[C:33]2[C:28](=[CH:29][C:30]([O:36][CH3:37])=[C:31]([O:34][CH3:35])[CH:32]=2)[CH:27]=[CH:26][N+:25]=1CC1C(F)=CC=CC=1Cl)CC, predict the reaction product. The product is: [Cl-:13].[CH3:21][C:24]1[C:33]2[C:28](=[CH:29][C:30]([O:36][CH3:37])=[C:31]([O:34][CH3:35])[CH:32]=2)[CH:27]=[CH:26][NH+:25]=1. (9) Given the reactants C(N(CC)CC)C.[CH:8]([C:10]1[C:18]2[C:13](=[CH:14][CH:15]=[CH:16][CH:17]=2)[N:12](C(OC(C)(C)C)=O)[CH:11]=1)=[O:9].[CH3:26][O:27][C:28]1[CH:29]=[C:30]([N:34]=[CH:35][C:36]2[CH:43]=[CH:42][C:39]([C:40]#[N:41])=[CH:38][CH:37]=2)[CH:31]=[N:32][CH:33]=1, predict the reaction product. The product is: [NH:12]1[C:13]2[C:18](=[CH:17][CH:16]=[CH:15][CH:14]=2)[C:10]([C:8](=[O:9])[CH:35]([C:36]2[CH:43]=[CH:42][C:39]([C:40]#[N:41])=[CH:38][CH:37]=2)[NH:34][C:30]2[CH:31]=[N:32][CH:33]=[C:28]([O:27][CH3:26])[CH:29]=2)=[CH:11]1. (10) Given the reactants [Br:1][C:2]1[CH:3]=[C:4]2[C:8](=[CH:9][CH:10]=1)[NH:7][CH:6]=[CH:5]2.[H-].[Na+].S(O[CH2:24][CH:25]1[CH2:31][CH2:30][CH2:29][N:28]([C:32]([O:34][CH2:35][C:36]2[CH:41]=[CH:40][CH:39]=[CH:38][CH:37]=2)=[O:33])[CH2:27][CH2:26]1)(C1C=CC(C)=CC=1)(=O)=O.C(OCC)(=O)C.CCCCCC, predict the reaction product. The product is: [Br:1][C:2]1[CH:3]=[C:4]2[C:8](=[CH:9][CH:10]=1)[N:7]([CH2:24][CH:25]1[CH2:31][CH2:30][CH2:29][N:28]([C:32]([O:34][CH2:35][C:36]3[CH:41]=[CH:40][CH:39]=[CH:38][CH:37]=3)=[O:33])[CH2:27][CH2:26]1)[CH:6]=[CH:5]2.